Dataset: Full USPTO retrosynthesis dataset with 1.9M reactions from patents (1976-2016). Task: Predict the reactants needed to synthesize the given product. (1) Given the product [F:9][C:10]1[CH:11]=[C:12]([C:55]2[CH:56]=[C:57]([F:62])[C:58]([F:61])=[N:59][CH:60]=2)[CH:13]=[C:14]([F:16])[CH:15]=1, predict the reactants needed to synthesize it. The reactants are: P([O-])([O-])([O-])=O.[K+].[K+].[K+].[F:9][C:10]1[CH:11]=[C:12](B(O)O)[CH:13]=[C:14]([F:16])[CH:15]=1.CC(C1C=C(C(C)C)C(C2C=CC=CC=2P(C2CCCCC2)C2CCCCC2)=C(C(C)C)C=1)C.Cl[C:55]1[CH:56]=[C:57]([F:62])[C:58]([F:61])=[N:59][CH:60]=1. (2) Given the product [ClH:21].[OH:1][CH:3]([CH2:4][O:5][C:6]1[CH:11]=[CH:10][CH:9]=[CH:8][CH:7]=1)[CH2:2][NH:23][C:13]([CH3:22])([CH3:12])[CH2:14][C:15]1[CH:20]=[CH:19][C:18]([Cl:21])=[CH:17][CH:16]=1, predict the reactants needed to synthesize it. The reactants are: [O:1]1[CH:3]([CH2:4][O:5][C:6]2[CH:11]=[CH:10][CH:9]=[CH:8][CH:7]=2)[CH2:2]1.[CH3:12][C:13]([NH2:23])([CH3:22])[CH2:14][C:15]1[CH:20]=[CH:19][C:18]([Cl:21])=[CH:17][CH:16]=1. (3) Given the product [CH2:1]([N:8]1[C:16]2[C:11](=[CH:12][C:13]([NH:17][C:18]3[CH:27]=[CH:26][C:25]([CH:28]4[CH2:33][CH2:32][CH2:31][CH2:30][CH2:29]4)=[CH:24][C:19]=3[C:20]([OH:22])=[O:21])=[CH:14][CH:15]=2)[CH:10]=[CH:9]1)[C:2]1[CH:3]=[CH:4][CH:5]=[CH:6][CH:7]=1, predict the reactants needed to synthesize it. The reactants are: [CH2:1]([N:8]1[C:16]2[C:11](=[CH:12][C:13]([NH:17][C:18]3[CH:27]=[CH:26][C:25]([CH:28]4[CH2:33][CH2:32][CH2:31][CH2:30][CH2:29]4)=[CH:24][C:19]=3[C:20]([O:22]C)=[O:21])=[CH:14][CH:15]=2)[CH:10]=[CH:9]1)[C:2]1[CH:7]=[CH:6][CH:5]=[CH:4][CH:3]=1.[OH-].[Na+].Cl.C(OCC)(=O)C. (4) Given the product [Cl:28][C:19]1[CH:20]=[C:21]([O:24][CH:25]([F:27])[F:26])[CH:22]=[CH:23][C:18]=1[C:13]1[CH:14]([N+:15]([O-:17])=[O:16])[C:9](=[O:8])[N:10]=[CH:11][CH:12]=1, predict the reactants needed to synthesize it. The reactants are: C([O:8][C:9]1[C:14]([N+:15]([O-:17])=[O:16])=[C:13]([C:18]2[CH:23]=[CH:22][C:21]([O:24][CH:25]([F:27])[F:26])=[CH:20][C:19]=2[Cl:28])[CH:12]=[CH:11][N:10]=1)C1C=CC=CC=1.C(O)(C(F)(F)F)=O.